This data is from Catalyst prediction with 721,799 reactions and 888 catalyst types from USPTO. The task is: Predict which catalyst facilitates the given reaction. (1) Reactant: [CH2:1]1[N:10]2[C@H:11]3[CH2:16][CH2:15][N:14](C(OCC)=O)[CH2:13][C@H:12]3[C:8]3[C:9]2=[C:4]([CH:5]=[CH:6][CH:7]=3)[NH:3][CH2:2]1.[OH-].[K+]. The catalyst class is: 51. Product: [CH2:1]1[N:10]2[C@H:11]3[CH2:16][CH2:15][NH:14][CH2:13][C@H:12]3[C:8]3[C:9]2=[C:4]([CH:5]=[CH:6][CH:7]=3)[NH:3][CH2:2]1. (2) Reactant: Cl[C:2]1[N:7]=[N:6][C:5]([NH:8][CH2:9][C:10]([C:13]2[CH:18]=[CH:17][C:16]([F:19])=[CH:15][CH:14]=2)([CH3:12])[CH3:11])=[C:4]([C:20]#[N:21])[CH:3]=1.[NH2:22][C:23]([C:25]1[CH:26]=[C:27](B(O)O)[CH:28]=[CH:29][CH:30]=1)=[O:24].C([O-])([O-])=O.[K+].[K+].CC#N. Product: [C:20]([C:4]1[CH:3]=[C:2]([C:29]2[CH:30]=[C:25]([CH:26]=[CH:27][CH:28]=2)[C:23]([NH2:22])=[O:24])[N:7]=[N:6][C:5]=1[NH:8][CH2:9][C:10]([C:13]1[CH:18]=[CH:17][C:16]([F:19])=[CH:15][CH:14]=1)([CH3:12])[CH3:11])#[N:21]. The catalyst class is: 75. (3) Reactant: [C:1]([C:3]1[CH:4]=[C:5]([C:13]2[O:17][N:16]=[C:15]([C:18]3[CH:32]=[CH:31][C:21]4[CH2:22][CH2:23][N:24]([CH2:27][C:28](O)=[O:29])[CH2:25][CH2:26][C:20]=4[CH:19]=3)[N:14]=2)[CH:6]=[CH:7][C:8]=1[O:9][CH:10]([CH3:12])[CH3:11])#[N:2].C(Cl)CCl.C(N1CCOCC1)C.C1C=CC2N(O)N=NC=2C=1.[CH3:55][C:56]([Si:59]([CH3:66])([CH3:65])[O:60][CH:61]1[CH2:64][NH:63][CH2:62]1)([CH3:58])[CH3:57]. Product: [CH3:58][C:56]([Si:59]([CH3:66])([CH3:65])[O:60][CH:61]1[CH2:64][N:63]([C:28](=[O:29])[CH2:27][N:24]2[CH2:23][CH2:22][C:21]3[CH:31]=[CH:32][C:18]([C:15]4[N:14]=[C:13]([C:5]5[CH:6]=[CH:7][C:8]([O:9][CH:10]([CH3:12])[CH3:11])=[C:3]([CH:4]=5)[C:1]#[N:2])[O:17][N:16]=4)=[CH:19][C:20]=3[CH2:26][CH2:25]2)[CH2:62]1)([CH3:55])[CH3:57]. The catalyst class is: 3. (4) Reactant: Br[CH2:2][C:3]1[CH:10]=[CH:9][C:6]([C:7]#[N:8])=[CH:5][CH:4]=1.[F:11][C:12]1[CH:13]=[C:14]([OH:18])[CH:15]=[CH:16][CH:17]=1. Product: [F:11][C:12]1[CH:13]=[C:14]([CH:15]=[CH:16][CH:17]=1)[O:18][CH2:2][C:3]1[CH:10]=[CH:9][C:6]([C:7]#[N:8])=[CH:5][CH:4]=1. The catalyst class is: 21.